From a dataset of Full USPTO retrosynthesis dataset with 1.9M reactions from patents (1976-2016). Predict the reactants needed to synthesize the given product. (1) Given the product [F:18][C:15]1[CH:16]=[CH:17][C:12]([CH2:11][N:9]2[CH2:10][C:5]3[C:6](=[N:7][C:2]([C:37]4[C:38]([N:40]([CH3:45])[S:41]([CH3:44])(=[O:43])=[O:42])=[CH:39][C:29]5[O:28][C:27]([C:24]6[CH:25]=[CH:26][C:21]([F:20])=[CH:22][CH:23]=6)=[C:31]([C:32]([NH:34][CH3:35])=[O:33])[C:30]=5[CH:36]=4)=[CH:3][CH:4]=3)[C:8]2=[O:19])=[CH:13][CH:14]=1, predict the reactants needed to synthesize it. The reactants are: Cl[C:2]1[N:7]=[C:6]2[C:8](=[O:19])[N:9]([CH2:11][C:12]3[CH:17]=[CH:16][C:15]([F:18])=[CH:14][CH:13]=3)[CH2:10][C:5]2=[CH:4][CH:3]=1.[F:20][C:21]1[CH:26]=[CH:25][C:24]([C:27]2[O:28][C:29]3[CH:39]=[C:38]([N:40]([CH3:45])[S:41]([CH3:44])(=[O:43])=[O:42])[C:37](B4OC(C)(C)C(C)(C)O4)=[CH:36][C:30]=3[C:31]=2[C:32]([NH:34][CH3:35])=[O:33])=[CH:23][CH:22]=1.CC(C1C=C(C(C)C)C(C2C=CC=CC=2P(C2CCCCC2)C2CCCCC2)=C(C(C)C)C=1)C. (2) Given the product [Br:1][C:2]1[CH:7]=[CH:6][C:5]([C@@H:8]([NH:10][C:11](=[O:13])[CH3:12])[CH3:9])=[CH:4][CH:3]=1, predict the reactants needed to synthesize it. The reactants are: [Br:1][C:2]1[CH:7]=[CH:6][C:5]([C@@H:8]([NH2:10])[CH3:9])=[CH:4][CH:3]=1.[C:11](OC(=O)C)(=[O:13])[CH3:12].